This data is from Peptide-MHC class II binding affinity with 134,281 pairs from IEDB. The task is: Regression. Given a peptide amino acid sequence and an MHC pseudo amino acid sequence, predict their binding affinity value. This is MHC class II binding data. (1) The MHC is HLA-DPA10201-DPB10501 with pseudo-sequence HLA-DPA10201-DPB10501. The peptide sequence is DKISDVSTIVPYIGP. The binding affinity (normalized) is 0. (2) The peptide sequence is WLLIEVLKGMKTTSE. The MHC is DRB1_0401 with pseudo-sequence DRB1_0401. The binding affinity (normalized) is 0.456. (3) The peptide sequence is GELQIVDKIDQAFKI. The MHC is DRB3_0202 with pseudo-sequence DRB3_0202. The binding affinity (normalized) is 0.366. (4) The peptide sequence is INKWQVVAPQLPADL. The MHC is HLA-DQA10102-DQB10602 with pseudo-sequence HLA-DQA10102-DQB10602. The binding affinity (normalized) is 0.430.